From a dataset of Forward reaction prediction with 1.9M reactions from USPTO patents (1976-2016). Predict the product of the given reaction. (1) The product is: [I:1][C:2]1[CH:3]=[C:4]([C:8]2[N:39]([C:41]3[CH:46]=[CH:45][CH:44]=[CH:43][CH:42]=3)[C:33]3[C:34]([C:9]=2[CH2:10][CH2:11][CH2:12][N:13]2[CH2:18][CH2:17][CH:16]([C:19]4[CH:20]=[C:21]([NH:25][C:26](=[O:30])[CH:27]([CH3:29])[CH3:28])[CH:22]=[CH:23][CH:24]=4)[CH2:15][CH2:14]2)=[CH:35][CH:36]=[CH:37][CH:38]=3)[CH:5]=[CH:6][CH:7]=1. Given the reactants [I:1][C:2]1[CH:3]=[C:4]([C:8](=O)[CH2:9][CH2:10][CH2:11][CH2:12][N:13]2[CH2:18][CH2:17][CH:16]([C:19]3[CH:20]=[C:21]([NH:25][C:26](=[O:30])[CH:27]([CH3:29])[CH3:28])[CH:22]=[CH:23][CH:24]=3)[CH2:15][CH2:14]2)[CH:5]=[CH:6][CH:7]=1.Cl.[C:33]1([N:39]([C:41]2[CH:46]=[CH:45][CH:44]=[CH:43][CH:42]=2)N)[CH:38]=[CH:37][CH:36]=[CH:35][CH:34]=1, predict the reaction product. (2) Given the reactants [OH:1][CH:2]([C:6]1[CH:7]=[C:8]2[C:31](=[CH:32][CH:33]=1)[C:12]1=[N:13][O:14][C:15]([C:16]3[C:20]([C:21]([F:24])([F:23])[F:22])=[C:19]([C:25]4[CH:30]=[CH:29][CH:28]=[CH:27][CH:26]=4)[O:18][N:17]=3)=[C:11]1[CH2:10][CH2:9]2)[C:3](O)=[O:4].CN(C(ON1N=[N:49][C:44]2[CH:45]=[CH:46]C=[N:48][C:43]1=2)=[N+](C)C)C.F[P-](F)(F)(F)(F)F.CN1CCOCC1.CO, predict the reaction product. The product is: [C:43]([C:44]1([NH:49][C:3](=[O:4])[CH:2]([OH:1])[C:6]2[CH:7]=[C:8]3[C:31](=[CH:32][CH:33]=2)[C:12]2=[N:13][O:14][C:15]([C:16]4[C:20]([C:21]([F:22])([F:23])[F:24])=[C:19]([C:25]5[CH:26]=[CH:27][CH:28]=[CH:29][CH:30]=5)[O:18][N:17]=4)=[C:11]2[CH2:10][CH2:9]3)[CH2:46][CH2:45]1)#[N:48]. (3) Given the reactants [CH2:1]([C:17]1[C:22](=[O:23])[CH:21]=[C:20]([CH3:24])O[C:18]=1[CH3:25])[CH2:2][CH2:3][CH2:4][CH2:5][CH2:6][CH2:7][CH2:8][CH2:9][CH2:10][CH2:11][CH2:12][CH2:13][CH2:14][CH2:15][CH3:16].Cl.[NH2:27][OH:28].C([O-])(=O)C.[Na+].O, predict the reaction product. The product is: [CH2:1]([C:17]1[C:22](=[O:23])[CH:21]=[C:20]([CH3:24])[N:27]([OH:28])[C:18]=1[CH3:25])[CH2:2][CH2:3][CH2:4][CH2:5][CH2:6][CH2:7][CH2:8][CH2:9][CH2:10][CH2:11][CH2:12][CH2:13][CH2:14][CH2:15][CH3:16]. (4) Given the reactants [C:1](=O)(OC(Cl)(Cl)Cl)[O:2]C(Cl)(Cl)Cl.[CH3:13][N:14]1[CH2:19][CH2:18][CH:17]([NH2:20])[CH2:16][CH2:15]1.[CH3:21][O:22][C:23]1[CH:24]=[CH:25][CH:26]=[C:27]2[C:31]=1[CH:30]([NH:32][C:33]1[CH:42]=[CH:41][C:40]3[C:35](=[CH:36][CH:37]=[C:38]([NH2:43])[CH:39]=3)[N:34]=1)[CH2:29][CH2:28]2, predict the reaction product. The product is: [CH3:21][O:22][C:23]1[CH:24]=[CH:25][CH:26]=[C:27]2[C:31]=1[CH:30]([NH:32][C:33]1[CH:42]=[CH:41][C:40]3[C:35](=[CH:36][CH:37]=[C:38]([NH:43][C:1]([NH:20][CH:17]4[CH2:18][CH2:19][N:14]([CH3:13])[CH2:15][CH2:16]4)=[O:2])[CH:39]=3)[N:34]=1)[CH2:29][CH2:28]2. (5) The product is: [CH3:1][C:2]1[C:3]([CH:7]([OH:8])[CH3:9])=[CH:4][S:5][CH:6]=1. Given the reactants [CH3:1][C:2]1[C:3]([CH:7]=[O:8])=[CH:4][S:5][CH:6]=1.[CH3:9][Mg]Br.O1CCCC1.[Cl-].[NH4+], predict the reaction product.